This data is from Catalyst prediction with 721,799 reactions and 888 catalyst types from USPTO. The task is: Predict which catalyst facilitates the given reaction. (1) Reactant: [NH:1]1[C:9]2[C:4](=[CH:5][CH:6]=[CH:7][CH:8]=2)[CH:3]=[C:2]1[C:10]([OH:12])=O.S(Cl)(Cl)=O.[NH3:17]. Product: [NH:1]1[C:9]2[C:4](=[CH:5][CH:6]=[CH:7][CH:8]=2)[CH:3]=[C:2]1[C:10]([NH2:17])=[O:12]. The catalyst class is: 22. (2) Reactant: Cl[C:2]1[CH:7]=[C:6]([C:8]([F:11])([F:10])[F:9])[CH:5]=[C:4]([CH2:12][O:13][CH2:14][C:15]2([C:22]3[CH:27]=[CH:26][C:25]([F:28])=[CH:24][CH:23]=3)[CH2:20][CH2:19][N:18]([CH3:21])[CH2:17][CH2:16]2)[N:3]=1.[CH3:29]B1OB(C)OB(C)O1.[OH-].[K+].C(O)(C(F)(F)F)=O. Product: [F:28][C:25]1[CH:26]=[CH:27][C:22]([C:15]2([CH2:14][O:13][CH2:12][C:4]3[CH:5]=[C:6]([C:8]([F:11])([F:10])[F:9])[CH:7]=[C:2]([CH3:29])[N:3]=3)[CH2:20][CH2:19][N:18]([CH3:21])[CH2:17][CH2:16]2)=[CH:23][CH:24]=1. The catalyst class is: 54. (3) Reactant: [C:1]([C@@H:4]([NH:12][C:13](=[O:22])[O:14]CC1C=CN=CC=1)[CH2:5][C:6]1[CH:11]=[CH:10][CH:9]=[CH:8][CH:7]=1)([OH:3])=O.CC[N:25]([CH:29]([CH3:31])C)[CH:26]([CH3:28])C.CN(C(ON1N=N[C:42]2C=CC(=C[C:41]1=2)[Cl:46])=[N+](C)C)C.F[P-](F)(F)(F)(F)F.[CH3:57][NH:58][CH2:59][CH2:60][C:61]1[CH:66]=[CH:65][CH:64]=[CH:63][CH:62]=1.Cl.CCOCC. Product: [ClH:46].[N:25]1[CH:26]=[CH:28][C:41]([CH2:42][N:12]([C@@H:4]([CH2:5][C:6]2[CH:7]=[CH:8][CH:9]=[CH:10][CH:11]=2)[C:1]([N:58]([CH3:57])[CH2:59][CH2:60][C:61]2[CH:66]=[CH:65][CH:64]=[CH:63][CH:62]=2)=[O:3])[C:13](=[O:22])[OH:14])=[CH:31][CH:29]=1. The catalyst class is: 3. (4) Reactant: [C:1]([O:5][C:6]([NH:8][C@@H:9]([CH2:13][NH:14][S:15]([C:18]1[CH:23]=[CH:22][CH:21]=[CH:20][C:19]=1[N+:24]([O-:26])=[O:25])(=[O:17])=[O:16])[C:10](O)=[O:11])=[O:7])([CH3:4])([CH3:3])[CH3:2].C1C=CC2N(O)N=NC=2C=1.CCN=C=NCCCN(C)C.Cl.[CH2:49]([O:51][C:52](=[O:56])[CH2:53][NH:54][CH3:55])[CH3:50]. Product: [CH2:49]([O:51][C:52](=[O:56])[CH2:53][N:54]([C:10](=[O:11])[C@@H:9]([NH:8][C:6]([O:5][C:1]([CH3:3])([CH3:2])[CH3:4])=[O:7])[CH2:13][NH:14][S:15]([C:18]1[CH:23]=[CH:22][CH:21]=[CH:20][C:19]=1[N+:24]([O-:26])=[O:25])(=[O:16])=[O:17])[CH3:55])[CH3:50]. The catalyst class is: 479. (5) Reactant: [CH3:1][C:2]1[NH:10][C:9]2[CH:8]=[CH:7][N:6]=[CH:5][C:4]=2[CH:3]=1.[Li]CCCC.C(O[K])(C)(C)C.[F:22][C:23]1[CH:24]=[CH:25][C:26]([O:38][CH3:39])=[C:27]([C:29]([CH3:37])([CH3:36])[CH2:30][C:31](=[O:35])[CH:32]([CH3:34])[CH3:33])[CH:28]=1. Product: [F:22][C:23]1[CH:24]=[CH:25][C:26]([O:38][CH3:39])=[C:27]([C:29]([CH3:37])([CH3:36])[CH2:30][C:31]([CH2:1][C:2]2[NH:10][C:9]3[CH:8]=[CH:7][N:6]=[CH:5][C:4]=3[CH:3]=2)([OH:35])[CH:32]([CH3:33])[CH3:34])[CH:28]=1. The catalyst class is: 1. (6) Reactant: [CH3:1][O:2][C:3](=[O:30])[C:4]1[CH:9]=[CH:8][CH:7]=[C:6]([CH2:10][N:11]([CH:25]2[CH2:29][CH2:28][CH2:27][CH2:26]2)[C:12]2[N:17]=[C:16]([C:18]3[CH:23]=[CH:22][C:21]([OH:24])=[CH:20][CH:19]=3)[CH:15]=[CH:14][N:13]=2)[CH:5]=1.[CH3:31][C@@H:32]1[CH2:37][CH2:36][C@H:35](O)[CH2:34][CH2:33]1.C1(P(C2C=CC=CC=2)C2C=CC=CC=2)C=CC=CC=1.N(C(OC(C)C)=O)=NC(OC(C)C)=O. Product: [CH3:1][O:2][C:3](=[O:30])[C:4]1[CH:9]=[CH:8][CH:7]=[C:6]([CH2:10][N:11]([CH:25]2[CH2:29][CH2:28][CH2:27][CH2:26]2)[C:12]2[N:17]=[C:16]([C:18]3[CH:23]=[CH:22][C:21]([O:24][C@H:35]4[CH2:36][CH2:37][C@H:32]([CH3:31])[CH2:33][CH2:34]4)=[CH:20][CH:19]=3)[CH:15]=[CH:14][N:13]=2)[CH:5]=1. The catalyst class is: 90. (7) Reactant: [NH:1]1[C:9]2[C:4](=[CH:5][CH:6]=[C:7]([C:10]([OH:12])=[O:11])[CH:8]=2)[CH:3]=[CH:2]1.CO.[C:15]1(=O)[CH2:20][CH2:19][CH2:18][CH2:17][CH2:16]1.C[O-].[Na+]. Product: [C:15]1([C:3]2[C:4]3[C:9](=[CH:8][C:7]([C:10]([OH:12])=[O:11])=[CH:6][CH:5]=3)[NH:1][CH:2]=2)[CH2:20][CH2:19][CH2:18][CH2:17][CH:16]=1. The catalyst class is: 6. (8) Reactant: C1(C)C=CC(S([O:10][S:11]([C:14]2[CH:19]=[CH:18][C:17]([CH3:20])=[CH:16][CH:15]=2)(=[O:13])=[O:12])(=O)=O)=CC=1.C(N(CC)CC)C.[F:29][C:30]1[CH:35]=[CH:34][C:33]([C:36]2[CH:40]=[CH:39][N:38]([CH2:41][CH2:42][CH2:43]O)[C:37]=2[C:45]2[CH:50]=[CH:49][N:48]=[CH:47][CH:46]=2)=[CH:32][CH:31]=1. Product: [F:29][C:30]1[CH:35]=[CH:34][C:33]([C:36]2[CH:40]=[CH:39][N:38]([CH2:41][CH2:42][CH2:43][O:10][S:11]([C:14]3[CH:15]=[CH:16][C:17]([CH3:20])=[CH:18][CH:19]=3)(=[O:12])=[O:13])[C:37]=2[C:45]2[CH:46]=[CH:47][N:48]=[CH:49][CH:50]=2)=[CH:32][CH:31]=1. The catalyst class is: 4. (9) Reactant: IC1C=CC=CC=1S([O-])(=O)=O.[Na+].OOS([O-])=O.[K+].S([O-])([O-])(=O)=O.[Na+].[Na+].[CH3:26]/[C:27](/[CH2:31][CH2:32][CH:33]=[C:34]([CH3:36])[CH3:35])=[CH:28]\[CH2:29][OH:30]. The catalyst class is: 463. Product: [CH3:26]/[C:27](/[CH2:31][CH2:32][CH:33]=[C:34]([CH3:36])[CH3:35])=[CH:28]\[CH:29]=[O:30]. (10) Reactant: [OH:1][C@H:2]1[CH2:6][N:5]([C:7](=[O:28])[CH2:8][C:9]([C:22]2[CH:27]=[CH:26][CH:25]=[CH:24][CH:23]=2)([C:16]2[CH:21]=[CH:20][CH:19]=[CH:18][CH:17]=2)[C:10]2[CH:15]=[CH:14][CH:13]=[CH:12][CH:11]=2)[C@H:4]([C:29]([N:31]2[CH2:35][CH2:34][CH2:33][C@@H:32]2[C:36]([NH:38][CH2:39][C@@H:40]2[CH2:45][CH2:44][CH2:43][N:42]([CH2:46][CH2:47][CH3:48])[CH2:41]2)=[O:37])=[O:30])[CH2:3]1.[CH2:49]([I:52])[CH2:50][CH3:51]. Product: [I-:52].[OH:1][C@H:2]1[CH2:6][N:5]([C:7](=[O:28])[CH2:8][C:9]([C:22]2[CH:27]=[CH:26][CH:25]=[CH:24][CH:23]=2)([C:10]2[CH:15]=[CH:14][CH:13]=[CH:12][CH:11]=2)[C:16]2[CH:17]=[CH:18][CH:19]=[CH:20][CH:21]=2)[C@H:4]([C:29]([N:31]2[CH2:35][CH2:34][CH2:33][C@@H:32]2[C:36]([NH:38][CH2:39][C@@H:40]2[CH2:45][CH2:44][CH2:43][N+:42]([CH2:49][CH2:50][CH3:51])([CH2:46][CH2:47][CH3:48])[CH2:41]2)=[O:37])=[O:30])[CH2:3]1. The catalyst class is: 22.